Dataset: Full USPTO retrosynthesis dataset with 1.9M reactions from patents (1976-2016). Task: Predict the reactants needed to synthesize the given product. Given the product [CH3:15][C:16]1[O:22][C:8]([C:9]([O:1][CH3:5])=[O:17])=[CH:7][CH:6]=1.[CH3:15][C:16]1[O:22][C:8]([C:9]([O:1][CH2:2][CH3:3])=[O:17])=[CH:7][CH:6]=1, predict the reactants needed to synthesize it. The reactants are: [O:1]1[CH:5]=C[CH:3]=[CH:2]1.[CH2:6]1[CH2:16][CH2:15]N2[C:9](=NCCC2)[CH2:8][CH2:7]1.[O:17]1CCCC1.[OH2:22].